From a dataset of Forward reaction prediction with 1.9M reactions from USPTO patents (1976-2016). Predict the product of the given reaction. (1) Given the reactants CN(C)/C=[CH:4]/[C:5]1[CH:10]=[CH:9][C:8]([C:11]([F:17])([F:16])[C:12]([F:15])([F:14])[F:13])=[CH:7][C:6]=1[N+:18]([O-:20])=[O:19].C1C[O:25]CC1, predict the reaction product. The product is: [N+:18]([C:6]1[CH:7]=[C:8]([C:11]([F:17])([F:16])[C:12]([F:15])([F:14])[F:13])[CH:9]=[CH:10][C:5]=1[CH:4]=[O:25])([O-:20])=[O:19]. (2) Given the reactants [C:1]([C:5]1[S:9][C:8]([NH2:10])=[N:7][C:6]=1[CH3:11])([CH3:4])([CH3:3])[CH3:2].[CH3:12][O:13][CH2:14][CH2:15]Br, predict the reaction product. The product is: [C:1]([C:5]1[S:9][C:8](=[NH:10])[N:7]([CH2:15][CH2:14][O:13][CH3:12])[C:6]=1[CH3:11])([CH3:4])([CH3:3])[CH3:2]. (3) Given the reactants [N+]([O-])(O)=O.OS(O)(=O)=O.BrC1C=CC=CC=1Br.Br[C:19]1[C:24]([Br:25])=[CH:23][CH:22]=[CH:21][C:20]=1[N+:26]([O-])=O.[Br:29][C:30]1[CH:31]=[C:32]([N+:37]([O-])=O)[CH:33]=[CH:34][C:35]=1[Br:36].Cl.BrC1C(Br)=CC=CC=1N.BrC1C=C(C=CC=1Br)N.C(O[C:62]([SH:64])=[S:63])C.[K], predict the reaction product. The product is: [Br:25][C:24]1[C:19]2[S:63][C:62]([SH:64])=[N:26][C:20]=2[CH:21]=[CH:22][CH:23]=1.[Br:29][C:30]1[CH:31]=[C:32]([CH:33]=[CH:34][C:35]=1[Br:36])[NH2:37]. (4) Given the reactants C([O:4][C:5](=[O:54])[C@H:6]([CH2:15][C:16]1[CH:21]=[CH:20][C:19]([O:22][C:23](=[O:53])[NH:24][CH2:25][CH2:26][C@H:27]([NH:45][C:46]([O:48][C:49]([CH3:52])([CH3:51])[CH3:50])=[O:47])[C:28](=[O:44])[NH:29][CH2:30][CH2:31][O:32][CH2:33][CH2:34][O:35][CH2:36][CH2:37][O:38][CH2:39][CH2:40][N:41]=[N+:42]=[N-:43])=[CH:18][CH:17]=1)[NH:7][C:8]([O:10][C:11]([CH3:14])([CH3:13])[CH3:12])=[O:9])C=C.C(N(CC)CC)C.C(O)=O, predict the reaction product. The product is: [N:41]([CH2:40][CH2:39][O:38][CH2:37][CH2:36][O:35][CH2:34][CH2:33][O:32][CH2:31][CH2:30][NH:29][C:28](=[O:44])[C@@H:27]([NH:45][C:46]([O:48][C:49]([CH3:52])([CH3:51])[CH3:50])=[O:47])[CH2:26][CH2:25][NH:24][C:23]([O:22][C:19]1[CH:18]=[CH:17][C:16]([CH2:15][C@@H:6]([C:5]([OH:54])=[O:4])[NH:7][C:8]([O:10][C:11]([CH3:12])([CH3:13])[CH3:14])=[O:9])=[CH:21][CH:20]=1)=[O:53])=[N+:42]=[N-:43]. (5) The product is: [CH3:1][C:2]1[CH:7]=[C:6]([NH:8][C:9]2[CH:14]=[C:13]([C:15]([F:17])([F:16])[F:18])[CH:12]=[CH:11][N:10]=2)[N:5]=[C:4]([C:19]2[CH:20]=[N:21][C:22]([C:25]3([OH:31])[CH2:30][CH2:29][N:28]([C:61]([C:35]4[N:40]=[C:42]5[NH:38][CH:36]=[CH:37][C:32]5=[CH:33][CH:34]=4)=[O:62])[CH2:27][CH2:26]3)=[CH:23][CH:24]=2)[CH:3]=1. Given the reactants [CH3:1][C:2]1[CH:7]=[C:6]([NH:8][C:9]2[CH:14]=[C:13]([C:15]([F:18])([F:17])[F:16])[CH:12]=[CH:11][N:10]=2)[N:5]=[C:4]([C:19]2[CH:20]=[N:21][C:22]([C:25]3([OH:31])[CH2:30][CH2:29][NH:28][CH2:27][CH2:26]3)=[CH:23][CH:24]=2)[CH:3]=1.[CH:32]1[CH:33]=[CH:34][C:35]2[N:40](O)N=[N:38][C:36]=2[CH:37]=1.[CH3:42]CN(C(C)C)C(C)C.N1C2C(=CC=C([C:61](O)=[O:62])C=2)C=CC=1, predict the reaction product. (6) The product is: [CH2:1]([P:4]([CH2:11][CH2:12][CH2:13][CH3:14])(=[O:5])[OH:10])[CH2:2][CH3:3]. Given the reactants [CH2:1]([P:4]([CH2:11][CH2:12][CH2:13][CH3:14])(=[O:10])[O:5]CCCC)[CH2:2][CH3:3].O, predict the reaction product. (7) Given the reactants [NH2:1][C:2]1[C:7]2[C:8](=[O:20])[N:9]([C:13]3[CH:18]=[CH:17][C:16](Br)=[CH:15][CH:14]=3)[CH2:10][CH2:11][O:12][C:6]=2[N:5]=[CH:4][N:3]=1.[Cl:21][C:22]1[CH:27]=[C:26]([CH2:28][S:29]([CH3:32])(=[O:31])=[O:30])[CH:25]=[CH:24][C:23]=1B1OC(C)(C)C(C)(C)O1.P([O-])([O-])([O-])=O.[K+].[K+].[K+].CO, predict the reaction product. The product is: [NH2:1][C:2]1[C:7]2[C:8](=[O:20])[N:9]([C:13]3[CH:18]=[CH:17][C:16]([C:23]4[CH:24]=[CH:25][C:26]([CH2:28][S:29]([CH3:32])(=[O:31])=[O:30])=[CH:27][C:22]=4[Cl:21])=[CH:15][CH:14]=3)[CH2:10][CH2:11][O:12][C:6]=2[N:5]=[CH:4][N:3]=1. (8) Given the reactants O[NH:2][C:3](=[NH:14])[CH2:4][C:5]1[CH:10]=[CH:9][C:8]([N+:11]([O-:13])=[O:12])=[CH:7][CH:6]=1.[C:15]([O:19][CH3:20])(=[O:18])[C:16]#[CH:17], predict the reaction product. The product is: [N+:11]([C:8]1[CH:9]=[CH:10][C:5]([CH2:4][C:3]2[NH:14][CH:17]=[C:16]([C:15]([O:19][CH3:20])=[O:18])[N:2]=2)=[CH:6][CH:7]=1)([O-:13])=[O:12]. (9) Given the reactants [C:1]12([CH:11]([NH2:13])[CH3:12])[CH2:10][CH:5]3[CH2:6][CH:7]([CH2:9][CH:3]([CH2:4]3)[CH2:2]1)[CH2:8]2.[OH:14][C:15]1[CH:22]=[CH:21][C:18]([CH:19]=O)=[CH:17][CH:16]=1, predict the reaction product. The product is: [C:1]12([CH:11]([NH:13][CH2:19][C:18]3[CH:21]=[CH:22][C:15]([OH:14])=[CH:16][CH:17]=3)[CH3:12])[CH2:8][CH:7]3[CH2:6][CH:5]([CH2:4][CH:3]([CH2:9]3)[CH2:2]1)[CH2:10]2. (10) Given the reactants O=[CH:2][CH2:3][CH2:4][C:5]1[CH:10]=[C:9]([C:11]2[CH:16]=[CH:15][CH:14]=[C:13]([C:17]([F:20])([F:19])[F:18])[CH:12]=2)[N:8]=[C:7]([C:21]#[N:22])[N:6]=1.[CH3:23][C@H:24]([NH2:28])[CH2:25][O:26][CH3:27].C(O)(=O)C.C(O[BH-](OC(=O)C)OC(=O)C)(=O)C.[Na+], predict the reaction product. The product is: [CH3:23][C@H:24]([NH:28][CH2:2][CH2:3][CH2:4][C:5]1[CH:10]=[C:9]([C:11]2[CH:16]=[CH:15][CH:14]=[C:13]([C:17]([F:20])([F:19])[F:18])[CH:12]=2)[N:8]=[C:7]([C:21]#[N:22])[N:6]=1)[CH2:25][O:26][CH3:27].